This data is from Catalyst prediction with 721,799 reactions and 888 catalyst types from USPTO. The task is: Predict which catalyst facilitates the given reaction. (1) Reactant: [CH3:1][N:2]([CH2:10][CH2:11][CH2:12][N:13]1[CH2:18][CH2:17][S:16][C:15]2[CH:19]=[C:20]([NH:23][C:24]([C:26]3[S:27][CH:28]=[CH:29][CH:30]=3)=[NH:25])[CH:21]=[CH:22][C:14]1=2)C(=O)OC(C)(C)C. Product: [CH3:1][NH:2][CH2:10][CH2:11][CH2:12][N:13]1[CH2:18][CH2:17][S:16][C:15]2[CH:19]=[C:20]([NH:23][C:24]([C:26]3[S:27][CH:28]=[CH:29][CH:30]=3)=[NH:25])[CH:21]=[CH:22][C:14]1=2. The catalyst class is: 33. (2) Reactant: [NH2:1][C:2]1[C:10]([NH:11][CH:12]=O)=[CH:9][CH:8]=[CH:7][C:3]=1[C:4]([OH:6])=[O:5].[C:14](Cl)(=O)[CH3:15]. Product: [NH:11]1[C:10]2[CH:9]=[CH:8][CH:7]=[C:3]([C:4]([O:6][CH2:14][CH3:15])=[O:5])[C:2]=2[N:1]=[CH:12]1. The catalyst class is: 14.